This data is from Reaction yield outcomes from USPTO patents with 853,638 reactions. The task is: Predict the reaction yield, written as a fraction of the theoretical maximum amount of product (1.0 means a 100% yield; for example, 0.34 means a 34% yield). (1) The reactants are Br[CH2:2][CH2:3][CH2:4][CH3:5].[C:6]1([Sn:12](Cl)([C:19]2[CH:24]=[CH:23][CH:22]=[CH:21][CH:20]=2)[C:13]2[CH:18]=[CH:17][CH:16]=[CH:15][CH:14]=2)[CH:11]=[CH:10][CH:9]=[CH:8][CH:7]=1.O. The catalyst is C(OCC)C. The product is [CH2:2]([Sn:12]([C:13]1[CH:14]=[CH:15][CH:16]=[CH:17][CH:18]=1)([C:19]1[CH:24]=[CH:23][CH:22]=[CH:21][CH:20]=1)[C:6]1[CH:7]=[CH:8][CH:9]=[CH:10][CH:11]=1)[CH2:3][CH2:4][CH3:5]. The yield is 0.850. (2) The reactants are C(OC([N:8]1[CH2:11][C:10]([O:13][C:14]2[CH:19]=[C:18]([Br:20])[CH:17]=[CH:16][C:15]=2[O:21][CH2:22][CH2:23][C:24]2[CH:29]=[CH:28][CH:27]=[CH:26][CH:25]=2)([CH3:12])[CH2:9]1)=O)(C)(C)C.C(O)(C(F)(F)F)=O. The catalyst is C(Cl)Cl. The product is [Br:20][C:18]1[CH:17]=[CH:16][C:15]([O:21][CH2:22][CH2:23][C:24]2[CH:25]=[CH:26][CH:27]=[CH:28][CH:29]=2)=[C:14]([CH:19]=1)[O:13][C:10]1([CH3:12])[CH2:11][NH:8][CH2:9]1. The yield is 0.770.